This data is from Full USPTO retrosynthesis dataset with 1.9M reactions from patents (1976-2016). The task is: Predict the reactants needed to synthesize the given product. Given the product [N:19]1([C:17]([C:14]2[CH:15]=[CH:16][C:11]([C:8]3[N:9]=[CH:10][C:5]4[N:6]([C:2]([C:43]5[CH:44]=[CH:45][C:40]([C:38]#[N:39])=[CH:41][CH:42]=5)=[CH:3][N:4]=4)[CH:7]=3)=[CH:12][CH:13]=2)=[O:18])[CH2:24][CH2:23][O:22][CH2:21][CH2:20]1, predict the reactants needed to synthesize it. The reactants are: I[C:2]1[N:6]2[CH:7]=[C:8]([C:11]3[CH:16]=[CH:15][C:14]([C:17]([N:19]4[CH2:24][CH2:23][O:22][CH2:21][CH2:20]4)=[O:18])=[CH:13][CH:12]=3)[N:9]=[CH:10][C:5]2=[N:4][CH:3]=1.C1(C)C=CC=CC=1.C([O-])([O-])=O.[K+].[K+].[C:38]([C:40]1[CH:45]=[CH:44][C:43](B(O)O)=[CH:42][CH:41]=1)#[N:39].